Task: Predict the reaction yield, written as a fraction of the theoretical maximum amount of product (1.0 means a 100% yield; for example, 0.34 means a 34% yield).. Dataset: Reaction yield outcomes from USPTO patents with 853,638 reactions The reactants are [F:1][C:2]1([F:32])[O:6][C:5]2[CH:7]=[CH:8][C:9]([C:11]3([C:14]([NH:16][C:17]4[N:22]=[C:21]([C:23]5[CH:24]=[N:25][C:26]([O:29]C)=[CH:27][CH:28]=5)[C:20]([CH3:31])=[CH:19][CH:18]=4)=[O:15])[CH2:13][CH2:12]3)=[CH:10][C:4]=2[O:3]1.C(N(CC)CC)C. The catalyst is O1CCOCC1.Cl. The product is [F:32][C:2]1([F:1])[O:6][C:5]2[CH:7]=[CH:8][C:9]([C:11]3([C:14]([NH:16][C:17]4[CH:18]=[CH:19][C:20]([CH3:31])=[C:21]([C:23]5[CH:28]=[CH:27][C:26](=[O:29])[NH:25][CH:24]=5)[N:22]=4)=[O:15])[CH2:13][CH2:12]3)=[CH:10][C:4]=2[O:3]1. The yield is 0.400.